From a dataset of Peptide-MHC class II binding affinity with 134,281 pairs from IEDB. Regression. Given a peptide amino acid sequence and an MHC pseudo amino acid sequence, predict their binding affinity value. This is MHC class II binding data. (1) The peptide sequence is AVTYYKEADYSQIPI. The MHC is HLA-DPA10201-DPB10101 with pseudo-sequence HLA-DPA10201-DPB10101. The binding affinity (normalized) is 0.319. (2) The peptide sequence is DTAGWDTRITEADLD. The MHC is DRB1_0801 with pseudo-sequence DRB1_0801. The binding affinity (normalized) is 0.414. (3) The peptide sequence is EKKYFAATQFYPLAA. The MHC is DRB1_0101 with pseudo-sequence DRB1_0101. The binding affinity (normalized) is 0.782. (4) The peptide sequence is ESYKFIPALEAAVKQ. The MHC is DRB1_0405 with pseudo-sequence DRB1_0405. The binding affinity (normalized) is 0.837. (5) The peptide sequence is ALAAAGLVGVLAGLAK. The binding affinity (normalized) is 0.541. The MHC is HLA-DQA10501-DQB10402 with pseudo-sequence HLA-DQA10501-DQB10402. (6) The peptide sequence is MKGVERLAVMGDTAW. The MHC is DRB1_0301 with pseudo-sequence DRB1_0301. The binding affinity (normalized) is 0.506. (7) The peptide sequence is REEVFDERAANFENH. The MHC is DRB1_0101 with pseudo-sequence DRB1_0101. The binding affinity (normalized) is 0.